This data is from Catalyst prediction with 721,799 reactions and 888 catalyst types from USPTO. The task is: Predict which catalyst facilitates the given reaction. Reactant: [NH2:1][C:2]1([CH2:7][N:8]2[CH2:13][CH2:12][CH:11]([CH2:14][NH:15][C:16](=[O:31])[C:17]3[CH:22]=[C:21]([C:23]([F:26])([F:25])[F:24])[CH:20]=[C:19]([C:27]([F:30])([F:29])[F:28])[CH:18]=3)[CH2:10][CH2:9]2)[CH2:6][CH2:5][CH2:4][CH2:3]1.CCN(C(C)C)C(C)C.[CH2:41]([S:43](Cl)(=[O:45])=[O:44])[CH3:42]. Product: [CH2:41]([S:43]([NH:1][C:2]1([CH2:7][N:8]2[CH2:13][CH2:12][CH:11]([CH2:14][NH:15][C:16](=[O:31])[C:17]3[CH:22]=[C:21]([C:23]([F:24])([F:25])[F:26])[CH:20]=[C:19]([C:27]([F:28])([F:29])[F:30])[CH:18]=3)[CH2:10][CH2:9]2)[CH2:6][CH2:5][CH2:4][CH2:3]1)(=[O:45])=[O:44])[CH3:42]. The catalyst class is: 124.